Dataset: Peptide-MHC class II binding affinity with 134,281 pairs from IEDB. Task: Regression. Given a peptide amino acid sequence and an MHC pseudo amino acid sequence, predict their binding affinity value. This is MHC class II binding data. (1) The peptide sequence is VLAKSPDTTCSEIEE. The MHC is HLA-DPA10201-DPB10501 with pseudo-sequence HLA-DPA10201-DPB10501. The binding affinity (normalized) is 0. (2) The peptide sequence is SMQKTIPLVALTLTS. The MHC is HLA-DQA10102-DQB10501 with pseudo-sequence HLA-DQA10102-DQB10501. The binding affinity (normalized) is 0.444. (3) The peptide sequence is GKCDSAGRSRRSRRA. The MHC is HLA-DQA10201-DQB10402 with pseudo-sequence HLA-DQA10201-DQB10402. The binding affinity (normalized) is 0.413. (4) The peptide sequence is ALILDGDNLFPKV. The MHC is DRB3_0101 with pseudo-sequence DRB3_0101. The binding affinity (normalized) is 0.673. (5) The peptide sequence is ASGGRLNPTEPLPIF. The MHC is DRB5_0101 with pseudo-sequence DRB5_0101. The binding affinity (normalized) is 0.175. (6) The peptide sequence is LALVGFLGGLITGTS. The MHC is DRB3_0202 with pseudo-sequence DRB3_0202. The binding affinity (normalized) is 0. (7) The peptide sequence is LRNPGYALVAAVIGWML. The MHC is DRB1_0101 with pseudo-sequence DRB1_0101. The binding affinity (normalized) is 0.439. (8) The peptide sequence is FVNYNKTSICSKSNP. The MHC is H-2-IAb with pseudo-sequence H-2-IAb. The binding affinity (normalized) is 0.0872. (9) The peptide sequence is WHTTKGAALMSGEGRL. The MHC is DRB1_1501 with pseudo-sequence DRB1_1501. The binding affinity (normalized) is 0.